From a dataset of Forward reaction prediction with 1.9M reactions from USPTO patents (1976-2016). Predict the product of the given reaction. (1) Given the reactants CN(C(ON1N=NC2C=CC=CC1=2)=[N+](C)C)C.[B-](F)(F)(F)F.[Cl:23][C:24]1[CH:32]=[CH:31][C:30]([CH2:33][NH:34][C:35]([C:37]([CH3:40])([CH3:39])[CH3:38])=[O:36])=[CH:29][C:25]=1[C:26]([OH:28])=O.[Br:41][C:42]1[CH:47]=[CH:46][C:45]([NH:48][C:49](=[O:59])[C:50]2[CH:55]=[C:54]([NH2:56])[CH:53]=[CH:52][C:51]=2[O:57][CH3:58])=[CH:44][CH:43]=1, predict the reaction product. The product is: [CH3:58][O:57][C:51]1[CH:52]=[CH:53][C:54]([NH:56][C:26](=[O:28])[C:25]2[CH:29]=[C:30]([CH2:33][NH:34][C:35]([C:37]([CH3:40])([CH3:39])[CH3:38])=[O:36])[CH:31]=[CH:32][C:24]=2[Cl:23])=[CH:55][C:50]=1[C:49]([NH:48][C:45]1[CH:46]=[CH:47][C:42]([Br:41])=[CH:43][CH:44]=1)=[O:59]. (2) Given the reactants [C:1]([C:3]1[N:8]=[C:7]([CH2:9][CH2:10][CH2:11][CH2:12][CH2:13][CH2:14][C:15]([O:17][CH2:18][CH2:19][Si:20]([CH3:23])([CH3:22])[CH3:21])=[O:16])[CH:6]=[CH:5][CH:4]=1)#[N:2].[C:24](OC)(=[O:32])[C:25]1[C:26](=[CH:28][CH:29]=[CH:30][CH:31]=1)[SH:27].C(N(CC)CC)C, predict the reaction product. The product is: [O:32]=[C:24]1[C:25]2[CH:31]=[CH:30][CH:29]=[CH:28][C:26]=2[S:27][C:1]([C:3]2[N:8]=[C:7]([CH2:9][CH2:10][CH2:11][CH2:12][CH2:13][CH2:14][C:15]([O:17][CH2:18][CH2:19][Si:20]([CH3:22])([CH3:23])[CH3:21])=[O:16])[CH:6]=[CH:5][CH:4]=2)=[N:2]1. (3) Given the reactants FC(F)C1N(C)C=C(O)C(=O)C=1.F[CH:14](F)[C:15]1[N:20](C)[C:19]([CH:22]([OH:27])[C:23]([F:26])([F:25])[F:24])=[C:18]([OH:28])[C:17](=[O:29])[CH:16]=1.C(O)C(N)(CO)CO.C(N(CC(O)=O)CC(O)=O)CN(CC(O)=O)CC(O)=O, predict the reaction product. The product is: [OH:28][C:18]1[C:17](=[O:29])[CH:16]=[C:15]([CH3:14])[NH:20][C:19]=1[CH:22]([OH:27])[C:23]([F:26])([F:24])[F:25]. (4) Given the reactants [O:1]1[C:5]2([CH2:10][CH2:9][CH:8]([CH2:11][CH2:12][OH:13])[CH2:7][CH2:6]2)[O:4][CH2:3][CH2:2]1.[H-].[Na+], predict the reaction product. The product is: [CH2:11]([O:13][CH2:12][CH2:11][CH:8]1[CH2:9][CH2:10][C:5]2([O:4][CH2:3][CH2:2][O:1]2)[CH2:6][CH2:7]1)[C:8]1[CH:9]=[CH:10][CH:5]=[CH:6][CH:7]=1. (5) Given the reactants [Br:1][C:2]1[CH:26]=[CH:25][C:5]([CH2:6][CH:7]2[C:16]3[C:11](=[CH:12][C:13]([O:17]C)=[CH:14][CH:15]=3)[CH2:10][CH2:9][N:8]2[C:19]2[CH:24]=[CH:23][CH:22]=[CH:21][CH:20]=2)=[CH:4][CH:3]=1.B(Br)(Br)Br.O.C(=O)(O)[O-].[Na+], predict the reaction product. The product is: [Br:1][C:2]1[CH:3]=[CH:4][C:5]([CH2:6][CH:7]2[C:16]3[C:11](=[CH:12][C:13]([OH:17])=[CH:14][CH:15]=3)[CH2:10][CH2:9][N:8]2[C:19]2[CH:24]=[CH:23][CH:22]=[CH:21][CH:20]=2)=[CH:25][CH:26]=1.